This data is from Full USPTO retrosynthesis dataset with 1.9M reactions from patents (1976-2016). The task is: Predict the reactants needed to synthesize the given product. (1) Given the product [CH3:1][S:2]([C:5]1[CH:6]=[C:7]([C:11]2[O:15][C:14]([C:16]3[N:20]([CH2:21][C:22]([OH:24])=[O:23])[N:19]=[C:18]([C:27]([F:30])([F:28])[F:29])[CH:17]=3)=[CH:13][CH:12]=2)[CH:8]=[CH:9][CH:10]=1)(=[O:4])=[O:3], predict the reactants needed to synthesize it. The reactants are: [CH3:1][S:2]([C:5]1[CH:6]=[C:7]([C:11]2[O:15][C:14]([C:16]3[N:20]([CH2:21][C:22]([O:24]CC)=[O:23])[N:19]=[C:18]([C:27]([F:30])([F:29])[F:28])[CH:17]=3)=[CH:13][CH:12]=2)[CH:8]=[CH:9][CH:10]=1)(=[O:4])=[O:3].[OH-].[Li+]. (2) Given the product [Br:30][C:31]1[CH:36]=[CH:35][C:34]([C:7]2[N:6]=[C:5]3[N:9]([CH2:22][O:23][CH2:24][CH2:25][Si:26]([CH3:29])([CH3:28])[CH3:27])[C:10]([O:12][C@H:13]4[C@H:17]5[O:18][CH2:19][C@@H:20]([OH:21])[C@H:16]5[O:15][CH2:14]4)=[N:11][C:4]3=[CH:3][C:2]=2[Cl:1])=[CH:33][CH:32]=1, predict the reactants needed to synthesize it. The reactants are: [Cl:1][C:2]1[CH:3]=[C:4]2[N:11]=[C:10]([O:12][C@H:13]3[C@H:17]4[O:18][CH2:19][C@@H:20]([OH:21])[C@H:16]4[O:15][CH2:14]3)[N:9]([CH2:22][O:23][CH2:24][CH2:25][Si:26]([CH3:29])([CH3:28])[CH3:27])[C:5]2=[N:6][C:7]=1I.[Br:30][C:31]1[CH:36]=[CH:35][C:34](B(O)O)=[CH:33][CH:32]=1.C([O-])([O-])=O.[Na+].[Na+]. (3) Given the product [F:7][C:8]1[CH:9]=[C:10]([N+:16]([O-:18])=[O:17])[CH:11]=[C:12]([F:15])[C:13]=1[N:1]1[CH2:6][CH2:5][NH:4][CH2:3][CH2:2]1, predict the reactants needed to synthesize it. The reactants are: [NH:1]1[CH2:6][CH2:5][NH:4][CH2:3][CH2:2]1.[F:7][C:8]1[CH:9]=[C:10]([N+:16]([O-:18])=[O:17])[CH:11]=[C:12]([F:15])[C:13]=1F.